Dataset: Catalyst prediction with 721,799 reactions and 888 catalyst types from USPTO. Task: Predict which catalyst facilitates the given reaction. (1) Reactant: C1(C[N:8]2[CH2:17][CH2:16][N:15]3[C@@H:10]([CH2:11][O:12][CH2:13][CH2:14]3)[CH2:9]2)C=CC=CC=1.[ClH:18].[H][H]. Product: [ClH:18].[CH2:11]1[C@H:10]2[CH2:9][NH:8][CH2:17][CH2:16][N:15]2[CH2:14][CH2:13][O:12]1. The catalyst class is: 43. (2) Reactant: C(OC([N:8]1[CH2:13][CH2:12][N:11]([C:14]2[CH:19]=[N:18][CH:17]=[C:16]([O:20][CH2:21][C:22]3[CH:27]=[CH:26][CH:25]=[C:24]([Cl:28])[CH:23]=3)[N:15]=2)[CH2:10][CH2:9]1)=O)(C)(C)C.FC(F)(F)C(O)=O. Product: [Cl:28][C:24]1[CH:23]=[C:22]([CH:27]=[CH:26][CH:25]=1)[CH2:21][O:20][C:16]1[N:15]=[C:14]([N:11]2[CH2:10][CH2:9][NH:8][CH2:13][CH2:12]2)[CH:19]=[N:18][CH:17]=1. The catalyst class is: 2. (3) Reactant: [CH3:1][S:2][C:3](SC)=[N:4][S:5]([C:8]1[CH:13]=[CH:12][C:11]([CH3:14])=[CH:10][CH:9]=1)(=[O:7])=[O:6].[NH3:17]. Product: [NH2:17]/[C:3](=[N:4]\[S:5]([C:8]1[CH:13]=[CH:12][C:11]([CH3:14])=[CH:10][CH:9]=1)(=[O:7])=[O:6])/[S:2][CH3:1]. The catalyst class is: 10. (4) Reactant: Br[CH2:2][C:3]([C:5]1[C:10]([CH3:11])=[CH:9][C:8]([S:12][CH3:13])=[CH:7][C:6]=1[CH3:14])=O.[NH2:15][C:16]([NH2:18])=[S:17]. Product: [CH3:14][C:6]1[CH:7]=[C:8]([S:12][CH3:13])[CH:9]=[C:10]([CH3:11])[C:5]=1[C:3]1[N:15]=[C:16]([NH2:18])[S:17][CH:2]=1. The catalyst class is: 14. (5) Reactant: Br[C:2]1[CH:3]=[C:4]2[C:8](=[CH:9][CH:10]=1)[N:7]([CH3:11])[C:6](=[O:12])[C:5]2([CH3:14])[CH3:13].[CH3:15][C:16]1([CH3:32])[C:20]([CH3:22])([CH3:21])[O:19][B:18]([B:18]2[O:19][C:20]([CH3:22])([CH3:21])[C:16]([CH3:32])([CH3:15])[O:17]2)[O:17]1.C([O-])(=O)C.[K+]. Product: [CH3:11][N:7]1[C:8]2[C:4](=[CH:3][C:2]([B:18]3[O:19][C:20]([CH3:22])([CH3:21])[C:16]([CH3:32])([CH3:15])[O:17]3)=[CH:10][CH:9]=2)[C:5]([CH3:14])([CH3:13])[C:6]1=[O:12]. The catalyst class is: 12.